This data is from Forward reaction prediction with 1.9M reactions from USPTO patents (1976-2016). The task is: Predict the product of the given reaction. (1) Given the reactants C1COCC1.C([O:13][C:14]1[CH:15]=[C:16]([CH:33]=[CH:34][CH:35]=1)[O:17][CH:18]1[CH2:23][CH2:22][N:21]([C:24]([O:26][C:27]2[CH:28]=[N:29][CH:30]=[CH:31][CH:32]=2)=[O:25])[CH2:20][CH2:19]1)C1C=CC=CC=1.[H][H], predict the reaction product. The product is: [OH:13][C:14]1[CH:15]=[C:16]([CH:33]=[CH:34][CH:35]=1)[O:17][CH:18]1[CH2:19][CH2:20][N:21]([C:24]([O:26][C:27]2[CH:28]=[N:29][CH:30]=[CH:31][CH:32]=2)=[O:25])[CH2:22][CH2:23]1. (2) Given the reactants N#N.[C:3]1([C:9]2[O:13][CH:12]=[N:11][C:10]=2[C:14]([OH:16])=O)[CH:8]=[CH:7][CH:6]=[CH:5][CH:4]=1.C1C=CC2N(O)N=NC=2C=1.C(Cl)CCl.CCN(C(C)C)C(C)C.[CH3:40][O:41][CH2:42][C:43]1[S:47][C:46]([CH2:48][N:49]2[N:53]=[C:52]([NH2:54])[CH:51]=[N:50]2)=[CH:45][CH:44]=1, predict the reaction product. The product is: [CH3:40][O:41][CH2:42][C:43]1[S:47][C:46]([CH2:48][N:49]2[N:53]=[C:52]([NH:54][C:14]([C:10]3[N:11]=[CH:12][O:13][C:9]=3[C:3]3[CH:4]=[CH:5][CH:6]=[CH:7][CH:8]=3)=[O:16])[CH:51]=[N:50]2)=[CH:45][CH:44]=1. (3) The product is: [CH2:38]([NH:40][C:25](=[O:26])[CH2:24][C:21]1[CH:20]=[CH:19][C:18]([C:15]2[CH:14]=[CH:13][C:12]([O:11][CH2:10][C:9]3[C:8]([C:6]([O:5][C:1]([CH3:3])([CH3:4])[CH3:2])=[O:7])=[C:31]([OH:32])[C:30]([C:33]([F:35])([F:34])[F:36])=[CH:29][CH:28]=3)=[CH:17][CH:16]=2)=[CH:23][CH:22]=1)[CH3:39]. Given the reactants [C:1]([O:5][C:6]([C:8]1[C:31]([OH:32])=[C:30]([C:33]([F:36])([F:35])[F:34])[CH:29]=[CH:28][C:9]=1[CH2:10][O:11][C:12]1[CH:17]=[CH:16][C:15]([C:18]2[CH:23]=[CH:22][C:21]([CH2:24][C:25](O)=[O:26])=[CH:20][CH:19]=2)=[CH:14][CH:13]=1)=[O:7])([CH3:4])([CH3:3])[CH3:2].Cl.[CH2:38]([NH2:40])[CH3:39], predict the reaction product. (4) Given the reactants [Cl-].O[NH3+:3].[C:4](=[O:7])([O-])[OH:5].[Na+].CS(C)=O.[OH:13][CH:14]([CH:51]([CH3:53])[CH3:52])[CH2:15][O:16][C@H:17]1[CH2:22][CH2:21][C@H:20]([N:23]2[C:28](=[O:29])[C:27]([CH2:30][C:31]3[CH:36]=[CH:35][C:34]([C:37]4[C:38]([C:43]#[N:44])=[CH:39][CH:40]=[CH:41][CH:42]=4)=[CH:33][CH:32]=3)=[C:26]([CH2:45][CH2:46][CH3:47])[N:25]3[N:48]=[CH:49][CH:50]=[C:24]23)[CH2:19][CH2:18]1, predict the reaction product. The product is: [OH:13][CH:14]([CH:51]([CH3:52])[CH3:53])[CH2:15][O:16][C@H:17]1[CH2:22][CH2:21][C@H:20]([N:23]2[C:28](=[O:29])[C:27]([CH2:30][C:31]3[CH:36]=[CH:35][C:34]([C:37]4[CH:42]=[CH:41][CH:40]=[CH:39][C:38]=4[C:43]4[NH:3][C:4](=[O:7])[O:5][N:44]=4)=[CH:33][CH:32]=3)=[C:26]([CH2:45][CH2:46][CH3:47])[N:25]3[N:48]=[CH:49][CH:50]=[C:24]23)[CH2:19][CH2:18]1.